Predict the reaction yield, written as a fraction of the theoretical maximum amount of product (1.0 means a 100% yield; for example, 0.34 means a 34% yield). From a dataset of Reaction yield outcomes from USPTO patents with 853,638 reactions. (1) The reactants are [Cl:1][C:2]1[CH:3]=[C:4]([CH:7]=[CH:8][C:9]=1[Cl:10])[CH:5]=O.[CH3:11][CH:12]([C:14]([NH2:16])=[NH:15])[CH3:13].Cl.C([O:20][C:21](=O)[CH2:22][C:23]#[N:24])C.C([O-])([O-])=O.[K+].[K+]. The catalyst is CCO. The product is [Cl:1][C:2]1[CH:3]=[C:4]([C:5]2[C:22]([C:23]#[N:24])=[C:21]([OH:20])[N:16]=[C:14]([CH:12]([CH3:13])[CH3:11])[N:15]=2)[CH:7]=[CH:8][C:9]=1[Cl:10]. The yield is 0.550. (2) The reactants are C(O[BH-](OC(=O)C)OC(=O)C)(=O)C.[Na+].[C:15]([C:19]1[CH:20]=[C:21]([C:28]2[CH:29]=[N:30][C:31]([C:34]([F:37])([F:36])[F:35])=[CH:32][CH:33]=2)[C:22]([OH:27])=[C:23]([CH:26]=1)[CH:24]=O)([CH3:18])([CH3:17])[CH3:16].[CH3:38][N:39]1[CH2:44][CH2:43][NH:42][CH2:41][CH2:40]1.C(O)C.[ClH:48]. The catalyst is O1CCCC1. The product is [ClH:48].[ClH:48].[C:15]([C:19]1[CH:20]=[C:21]([C:28]2[CH:29]=[N:30][C:31]([C:34]([F:36])([F:37])[F:35])=[CH:32][CH:33]=2)[C:22]([OH:27])=[C:23]([CH2:24][N:42]2[CH2:43][CH2:44][N:39]([CH3:38])[CH2:40][CH2:41]2)[CH:26]=1)([CH3:16])([CH3:18])[CH3:17]. The yield is 0.530.